Dataset: Reaction yield outcomes from USPTO patents with 853,638 reactions. Task: Predict the reaction yield, written as a fraction of the theoretical maximum amount of product (1.0 means a 100% yield; for example, 0.34 means a 34% yield). (1) The reactants are Cl.[F:2][C:3]1[CH:8]=[CH:7][C:6]([CH:9]([OH:23])[CH:10]([NH2:22])[CH2:11][C:12]2[CH:17]=[CH:16][C:15]([C:18]([F:21])([F:20])[F:19])=[CH:14][CH:13]=2)=[CH:5][CH:4]=1.[CH:24]1([C:30](Cl)=[O:31])[CH2:29][CH2:28][CH2:27][CH2:26][CH2:25]1.C(=O)([O-])O.[Na+]. The catalyst is C(OCC)(=O)C.O. The product is [F:2][C:3]1[CH:4]=[CH:5][C:6]([CH:9]([OH:23])[CH:10]([NH:22][C:30]([CH:24]2[CH2:29][CH2:28][CH2:27][CH2:26][CH2:25]2)=[O:31])[CH2:11][C:12]2[CH:17]=[CH:16][C:15]([C:18]([F:21])([F:20])[F:19])=[CH:14][CH:13]=2)=[CH:7][CH:8]=1. The yield is 0.690. (2) The reactants are Cl[C:2]1[C:7]([N+:8]([O-:10])=[O:9])=[CH:6][C:5]([C:11]([F:14])([F:13])[F:12])=[CH:4][N:3]=1.[CH3:15][N:16]1C(=O)CCC1.C([Cu])#N. The catalyst is CCOC(C)=O. The product is [N+:8]([C:7]1[C:2]([C:15]#[N:16])=[N:3][CH:4]=[C:5]([C:11]([F:14])([F:13])[F:12])[CH:6]=1)([O-:10])=[O:9]. The yield is 0.337. (3) The reactants are [Cl:1][C:2]1[C:11]2[C:6](=[CH:7][CH:8]=[CH:9][CH:10]=2)[C:5]([OH:12])=[CH:4][N:3]=1.C([O-])([O-])=O.[Cs+].[Cs+].[CH:19]1(Br)[CH2:21][CH2:20]1. The catalyst is CN(C=O)C.O. The product is [Cl:1][C:2]1[C:11]2[C:6](=[CH:7][CH:8]=[CH:9][CH:10]=2)[C:5]([O:12][CH:19]2[CH2:21][CH2:20]2)=[CH:4][N:3]=1. The yield is 0.327.